From a dataset of Reaction yield outcomes from USPTO patents with 853,638 reactions. Predict the reaction yield, written as a fraction of the theoretical maximum amount of product (1.0 means a 100% yield; for example, 0.34 means a 34% yield). (1) The product is [CH:6]1(/[CH:5]=[CH:2]/[CH:1]=[O:3])[CH2:7][CH2:8][CH2:9][CH2:4]1. The reactants are [CH:1](=[O:3])[CH3:2].[CH:4]1[CH:9]=[CH:8][CH:7]=[CH:6][CH:5]=1.C1(C=O)CCCC1. The yield is 0.580. No catalyst specified. (2) The catalyst is CN1CCCC1=O. The reactants are F[C:2]1[CH:7]=[CH:6][C:5]([N+:8]([O-:10])=[O:9])=[CH:4][C:3]=1[CH3:11].[CH3:12][N:13]1[CH2:18][CH2:17][NH:16][CH2:15][CH2:14]1.[Na+].[Cl-]. The product is [CH3:12][N:13]1[CH2:18][CH2:17][N:16]([C:2]2[CH:7]=[CH:6][C:5]([N+:8]([O-:10])=[O:9])=[CH:4][C:3]=2[CH3:11])[CH2:15][CH2:14]1. The yield is 0.920. (3) The reactants are Cl[C:2]1[N:7]=[C:6]([NH:8][C:9]2[NH:13][N:12]=[C:11]([CH:14]3[CH2:16][CH2:15]3)[CH:10]=2)[N:5]=[C:4]([N:17]2[CH2:22][C@@H:21]3[CH2:23][C@@:18]2([CH3:25])[C:19](=[O:24])[O:20]3)[N:3]=1.[NH:26]1[CH2:31][CH2:30][O:29][CH2:28][CH2:27]1. The catalyst is C1COCC1. The product is [CH:14]1([C:11]2[CH:10]=[C:9]([NH:8][C:6]3[N:7]=[C:2]([N:26]4[CH2:31][CH2:30][O:29][CH2:28][CH2:27]4)[N:3]=[C:4]([N:17]4[CH2:22][C@@H:21]5[CH2:23][C@@:18]4([CH3:25])[C:19](=[O:24])[O:20]5)[N:5]=3)[NH:13][N:12]=2)[CH2:15][CH2:16]1. The yield is 0.660. (4) The reactants are [Br:1][C:2]1[CH:9]=[CH:8][C:5]([C:6]#[N:7])=[C:4](F)[CH:3]=1.[OH:11][C:12]1[C:13]([O:20][CH3:21])=[C:14]([CH:17]=[CH:18][CH:19]=1)[CH:15]=[O:16].C(=O)([O-])[O-].[Cs+].[Cs+].O. The catalyst is CN(C=O)C. The product is [Br:1][C:2]1[CH:9]=[CH:8][C:5]([C:6]#[N:7])=[C:4]([O:11][C:12]2[CH:19]=[CH:18][CH:17]=[C:14]([CH:15]=[O:16])[C:13]=2[O:20][CH3:21])[CH:3]=1. The yield is 0.810. (5) The reactants are [CH2:1]([O:8][C:9]([N:11]1[C@@H:15]([CH2:16][C:17]2[CH:22]=[CH:21][CH:20]=[CH:19][CH:18]=2)[C:14](=[O:23])OC1C1C=CC(OC)=CC=1)=[O:10])[C:2]1[CH:7]=[CH:6][CH:5]=[CH:4][CH:3]=1.Br[CH2:33][Cl:34].O1CCCC1.S([O-])(O)(=O)=O.[K+]. The catalyst is CCCCCC. The product is [CH2:1]([O:8][C:9]([NH:11][C@@H:15]([CH2:16][C:17]1[CH:18]=[CH:19][CH:20]=[CH:21][CH:22]=1)[C:14](=[O:23])[CH2:33][Cl:34])=[O:10])[C:2]1[CH:3]=[CH:4][CH:5]=[CH:6][CH:7]=1. The yield is 0.620. (6) The reactants are [OH:1][C:2]1[CH:11]=[C:10]2[C:5]([C:6]([O:12][C:13]3[CH:14]=[C:15]4[C:19](=[CH:20][CH:21]=3)[NH:18][C:17]([CH3:22])=[CH:16]4)=[N:7][CH:8]=[N:9]2)=[CH:4][CH:3]=1.[C:36]1(P([C:36]2[CH:41]=[CH:40][CH:39]=[CH:38][CH:37]=2)[C:36]2[CH:41]=[CH:40][CH:39]=[CH:38][CH:37]=2)[CH:41]=[CH:40][CH:39]=[CH:38][CH:37]=1.OCC1CC[N:47]([C:50]([O:52][C:53]([CH3:56])([CH3:55])[CH3:54])=[O:51])CC1.N(C(OC(C)C)=O)=NC(OC(C)C)=O. The catalyst is C(Cl)Cl. The product is [C:53]([O:52][C:50]([N:47]1[CH2:37][CH2:38][CH2:39][CH2:40][CH:41]1[CH2:36][O:1][C:2]1[CH:11]=[C:10]2[C:5]([C:6]([O:12][C:13]3[CH:14]=[C:15]4[C:19](=[CH:20][CH:21]=3)[NH:18][C:17]([CH3:22])=[CH:16]4)=[N:7][CH:8]=[N:9]2)=[CH:4][CH:3]=1)=[O:51])([CH3:56])([CH3:55])[CH3:54]. The yield is 0.680. (7) The reactants are [C:1]([C:5]1[O:6][C:7]([CH2:15][C:16]2[C:21]([CH3:22])=[CH:20][C:19]([CH3:23])=[CH:18][C:17]=2[CH3:24])=[C:8]([C:10]([O:12]CC)=[O:11])[N:9]=1)([CH3:4])([CH3:3])[CH3:2].O[Li].O.C(O)(=O)CC(CC(O)=O)(C(O)=O)O. The catalyst is C1COCC1.O.C(OCC)(=O)C. The product is [C:1]([C:5]1[O:6][C:7]([CH2:15][C:16]2[C:21]([CH3:22])=[CH:20][C:19]([CH3:23])=[CH:18][C:17]=2[CH3:24])=[C:8]([C:10]([OH:12])=[O:11])[N:9]=1)([CH3:4])([CH3:3])[CH3:2]. The yield is 0.750. (8) The reactants are [H-].[OH-].[Li+].C[O:5][C:6](=[O:39])[CH:7]([NH:12][C:13]([C:15]1[N:16]=[N:17][C:18]([N:21]2[CH2:26][CH2:25][N:24]([C:27](=[O:38])[C:28]3[CH:33]=[CH:32][CH:31]=[CH:30][C:29]=3[C:34]([F:37])([F:36])[F:35])[CH2:23][CH2:22]2)=[CH:19][CH:20]=1)=[O:14])[CH2:8][CH:9]([CH3:11])[CH3:10]. The catalyst is O1CCCC1.O. The product is [CH3:10][CH:9]([CH3:11])[CH2:8][CH:7]([NH:12][C:13]([C:15]1[N:16]=[N:17][C:18]([N:21]2[CH2:22][CH2:23][N:24]([C:27](=[O:38])[C:28]3[CH:33]=[CH:32][CH:31]=[CH:30][C:29]=3[C:34]([F:37])([F:36])[F:35])[CH2:25][CH2:26]2)=[CH:19][CH:20]=1)=[O:14])[C:6]([OH:39])=[O:5]. The yield is 0.740. (9) The reactants are [Br:1][C:2]1[CH:3]=[C:4]([NH:10][C:11]2[CH:16]=[CH:15][C:14]([N:17]3[CH2:22][CH2:21][NH:20][CH2:19][C@H:18]3[CH3:23])=[CH:13][N:12]=2)[C:5](=[O:9])[N:6]([CH3:8])[CH:7]=1.C=O.[BH3-][C:27]#N.[Na+].O. The catalyst is CO.CC(O)=O. The product is [Br:1][C:2]1[CH:3]=[C:4]([NH:10][C:11]2[CH:16]=[CH:15][C:14]([N:17]3[CH2:22][CH2:21][N:20]([CH3:27])[CH2:19][C@H:18]3[CH3:23])=[CH:13][N:12]=2)[C:5](=[O:9])[N:6]([CH3:8])[CH:7]=1. The yield is 0.830. (10) The reactants are Br[C:2]1[CH:23]=[CH:22][C:5]2[C:6]3[N:7]([CH:11]=[C:12]([C:14]4[N:18]([CH:19]([CH3:21])[CH3:20])[N:17]=[CH:16][N:15]=4)[N:13]=3)[CH2:8][CH2:9][O:10][C:4]=2[CH:3]=1.Cl.C([O:29][C:30](=[O:34])[C@H:31]([CH3:33])[NH2:32])(C)(C)C.F[B-](F)(F)F.Cl.C(C1NC=C[N+]=1C(C)C)(C)C.C(=O)([O-])[O-].[Cs+].[Cs+]. The catalyst is COCCOC. The product is [CH:19]([N:18]1[C:14]([C:12]2[N:13]=[C:6]3[N:7]([CH2:8][CH2:9][O:10][C:4]4[CH:3]=[C:2]([NH:32][C@@H:31]([CH3:33])[C:30]([OH:34])=[O:29])[CH:23]=[CH:22][C:5]=43)[CH:11]=2)=[N:15][CH:16]=[N:17]1)([CH3:21])[CH3:20]. The yield is 0.330.